From a dataset of Catalyst prediction with 721,799 reactions and 888 catalyst types from USPTO. Predict which catalyst facilitates the given reaction. Reactant: [Cl:1][C:2]1[CH:3]=[CH:4][C:5]([O:16][CH2:17][C:18]2[CH:23]=[CH:22][CH:21]=[CH:20][CH:19]=2)=[C:6]([CH2:8][C:9]2[S:10][CH:11]=[C:12]([C:14]#[N:15])[N:13]=2)[CH:7]=1.[N-:24]=[N+:25]=[N-:26].[Na+].[Cl-].[NH4+]. Product: [Cl:1][C:2]1[CH:3]=[CH:4][C:5]([O:16][CH2:17][C:18]2[CH:19]=[CH:20][CH:21]=[CH:22][CH:23]=2)=[C:6]([CH2:8][C:9]2[S:10][CH:11]=[C:12]([C:14]3[NH:26][N:25]=[N:24][N:15]=3)[N:13]=2)[CH:7]=1. The catalyst class is: 42.